From a dataset of Peptide-MHC class I binding affinity with 185,985 pairs from IEDB/IMGT. Regression. Given a peptide amino acid sequence and an MHC pseudo amino acid sequence, predict their binding affinity value. This is MHC class I binding data. (1) The peptide sequence is REIGFIVPG. The MHC is HLA-B44:02 with pseudo-sequence HLA-B44:02. The binding affinity (normalized) is 0.365. (2) The binding affinity (normalized) is 0.149. The peptide sequence is SVQPTFSVQR. The MHC is HLA-A03:01 with pseudo-sequence HLA-A03:01. (3) The peptide sequence is GLDVLTAKV. The MHC is HLA-A02:01 with pseudo-sequence HLA-A02:01. The binding affinity (normalized) is 0.549. (4) The MHC is HLA-B40:01 with pseudo-sequence HLA-B40:01. The binding affinity (normalized) is 0. The peptide sequence is NTQGYFPDWQ.